Task: Binary Classification. Given a miRNA mature sequence and a target amino acid sequence, predict their likelihood of interaction.. Dataset: Experimentally validated miRNA-target interactions with 360,000+ pairs, plus equal number of negative samples (1) The miRNA is hsa-miR-510-5p with sequence UACUCAGGAGAGUGGCAAUCAC. The protein sequence of the target gene is MMSLTVLSPPQRFKRILQAMMLAVAVVYMTLLLYQSAYGYPGIQVPHSQVDALASEAVTTHRDQLLQDYVQSSTPTQPGAGAPAASPTTVIIRKDIRSFNFSDIEVSERPTATLLTELARRSRNGELLRDLSQRAVTATPQPPVTELDDIFISVKTTKNYHDTRLALIIKTWFQLARDQTWFFTDTDDHYYQEKTKGHLINTKCSQGHFRKALCCKMSAELDVFLESGKKWFCHFDDDNYVNVPRLVKLLDEYSPSVDWYLGKPSISSPLEIHLDSKNTTTNKKITFWFATGGAGFCLSR.... Result: 0 (no interaction). (2) The miRNA is mmu-miR-449b with sequence AGGCAGUGUUGUUAGCUGGC. The protein sequence of the target gene is MRPFFLLCFALPGLLHAQQACSRGACYPPVGDLLVGRTRFLRASSTCGLTKPETYCTQYGEWQMKCCKCDSRQPHNYYSHRVENVASSSGPMRWWQSQNDVNPVSLQLDLDRRFQLQEVMMEFQGPMPAGMLIERSSDFGKTWRVYQYLAADCTSTFPRVRQGRPQSWQDVRCQSLPQRPNARLNGGKVQLNLMDLVSGIPATQSQKIQEVGEITNLRVNFTRLAPVPQRGYHPPSAYYAVSQLRLQGSCFCHGHADRCAPKPGASAGPSTAVQVHDVCVCQHNTAGPNCERCAPFYNNR.... Result: 0 (no interaction).